This data is from NCI-60 drug combinations with 297,098 pairs across 59 cell lines. The task is: Regression. Given two drug SMILES strings and cell line genomic features, predict the synergy score measuring deviation from expected non-interaction effect. (1) Drug 1: CCC1=C2CN3C(=CC4=C(C3=O)COC(=O)C4(CC)O)C2=NC5=C1C=C(C=C5)O. Drug 2: COCCOC1=C(C=C2C(=C1)C(=NC=N2)NC3=CC=CC(=C3)C#C)OCCOC.Cl. Cell line: NCI-H522. Synergy scores: CSS=30.3, Synergy_ZIP=0.595, Synergy_Bliss=4.22, Synergy_Loewe=4.25, Synergy_HSA=6.77. (2) Drug 1: C1=CC(=CC=C1C#N)C(C2=CC=C(C=C2)C#N)N3C=NC=N3. Drug 2: C1CNP(=O)(OC1)N(CCCl)CCCl. Cell line: UACC62. Synergy scores: CSS=1.55, Synergy_ZIP=0.567, Synergy_Bliss=1.41, Synergy_Loewe=0.877, Synergy_HSA=0.0453. (3) Cell line: SF-539. Drug 1: CCC1(CC2CC(C3=C(CCN(C2)C1)C4=CC=CC=C4N3)(C5=C(C=C6C(=C5)C78CCN9C7C(C=CC9)(C(C(C8N6C)(C(=O)OC)O)OC(=O)C)CC)OC)C(=O)OC)O.OS(=O)(=O)O. Synergy scores: CSS=3.72, Synergy_ZIP=3.01, Synergy_Bliss=7.96, Synergy_Loewe=7.17, Synergy_HSA=3.93. Drug 2: C1CNP(=O)(OC1)N(CCCl)CCCl. (4) Drug 1: COC1=C(C=C2C(=C1)N=CN=C2NC3=CC(=C(C=C3)F)Cl)OCCCN4CCOCC4. Drug 2: CC12CCC3C(C1CCC2O)C(CC4=C3C=CC(=C4)O)CCCCCCCCCS(=O)CCCC(C(F)(F)F)(F)F. Cell line: HCT116. Synergy scores: CSS=12.6, Synergy_ZIP=-3.21, Synergy_Bliss=1.15, Synergy_Loewe=-0.00392, Synergy_HSA=2.35. (5) Drug 2: COCCOC1=C(C=C2C(=C1)C(=NC=N2)NC3=CC=CC(=C3)C#C)OCCOC.Cl. Cell line: OVCAR-8. Drug 1: COC1=NC(=NC2=C1N=CN2C3C(C(C(O3)CO)O)O)N. Synergy scores: CSS=11.0, Synergy_ZIP=4.67, Synergy_Bliss=11.6, Synergy_Loewe=7.85, Synergy_HSA=9.81. (6) Drug 1: CCN(CC)CCCC(C)NC1=C2C=C(C=CC2=NC3=C1C=CC(=C3)Cl)OC. Drug 2: CC1C(C(CC(O1)OC2CC(CC3=C2C(=C4C(=C3O)C(=O)C5=CC=CC=C5C4=O)O)(C(=O)C)O)N)O. Cell line: OVCAR-8. Synergy scores: CSS=42.9, Synergy_ZIP=-3.44, Synergy_Bliss=-4.61, Synergy_Loewe=-6.95, Synergy_HSA=-2.75. (7) Drug 1: C1=NC(=NC(=O)N1C2C(C(C(O2)CO)O)O)N. Drug 2: C1=CC=C(C=C1)NC(=O)CCCCCCC(=O)NO. Cell line: UO-31. Synergy scores: CSS=29.6, Synergy_ZIP=-9.89, Synergy_Bliss=-1.20, Synergy_Loewe=0.881, Synergy_HSA=1.93. (8) Drug 1: C1=NC(=NC(=O)N1C2C(C(C(O2)CO)O)O)N. Drug 2: CC(C)CN1C=NC2=C1C3=CC=CC=C3N=C2N. Cell line: MDA-MB-231. Synergy scores: CSS=36.1, Synergy_ZIP=-6.69, Synergy_Bliss=-1.37, Synergy_Loewe=-1.21, Synergy_HSA=-0.987.